This data is from Catalyst prediction with 721,799 reactions and 888 catalyst types from USPTO. The task is: Predict which catalyst facilitates the given reaction. (1) Reactant: [BH4-].[Li+].C([O:5][C:6](=O)[C:7]([C:22]1[CH:27]=[CH:26][C:25]([NH:28][C:29](=[O:40])[C:30]2[CH:35]=[CH:34][C:33]([O:36][CH3:37])=[C:32]([O:38][CH3:39])[CH:31]=2)=[CH:24][CH:23]=1)([CH3:21])[CH2:8][NH:9][C:10]([C:12]1[N:16]2[CH:17]=[CH:18][CH:19]=[CH:20][C:15]2=[N:14][CH:13]=1)=[O:11])C. Product: [CH3:39][O:38][C:32]1[CH:31]=[C:30]([CH:35]=[CH:34][C:33]=1[O:36][CH3:37])[C:29]([NH:28][C:25]1[CH:24]=[CH:23][C:22]([C:7]([CH3:21])([CH2:6][OH:5])[CH2:8][NH:9][C:10]([C:12]2[N:16]3[CH:17]=[CH:18][CH:19]=[CH:20][C:15]3=[N:14][CH:13]=2)=[O:11])=[CH:27][CH:26]=1)=[O:40]. The catalyst class is: 1. (2) Reactant: [NH2:1][C:2]1[CH:3]=[C:4]([CH:33]=[CH:34][CH:35]=1)[O:5][C:6]1[C:7]2[CH:32]=[CH:31][NH:30][C:8]=2[N:9]=[C:10]([NH:12][C:13]2[CH:18]=[CH:17][C:16]([N:19]([C@H:21]3[CH2:25][CH2:24][N:23]([CH2:26][CH2:27][O:28][CH3:29])[CH2:22]3)[CH3:20])=[CH:15][CH:14]=2)[N:11]=1.CCN(C(C)C)C(C)C.[C:45](Cl)(=[O:48])[CH:46]=[CH2:47].C([O-])([O-])=O.[Na+].[Na+]. Product: [CH3:29][O:28][CH2:27][CH2:26][N:23]1[CH2:24][CH2:25][C@H:21]([N:19]([CH3:20])[C:16]2[CH:17]=[CH:18][C:13]([NH:12][C:10]3[N:11]=[C:6]([O:5][C:4]4[CH:3]=[C:2]([NH:1][C:45](=[O:48])[CH:46]=[CH2:47])[CH:35]=[CH:34][CH:33]=4)[C:7]4[CH:32]=[CH:31][NH:30][C:8]=4[N:9]=3)=[CH:14][CH:15]=2)[CH2:22]1. The catalyst class is: 36. (3) Product: [CH2:26]([C:16]1[CH:17]=[C:18]2[C:13](=[C:14]([C:20]#[N:21])[CH:15]=1)[N:12]([CH3:22])[C@H:11]1[CH2:23][CH2:24][NH:8][CH2:9][C@@H:10]21)[CH2:27][CH2:28][CH3:29]. The catalyst class is: 73. Reactant: C(OC([N:8]1[CH2:24][CH2:23][C@@H:11]2[N:12]([CH3:22])[C:13]3[C:14]([C:20]#[N:21])=[CH:15][C:16](Br)=[CH:17][C:18]=3[C@@H:10]2[CH2:9]1)=O)(C)(C)C.[Br-].[CH2:26]([Zn+])[CH2:27][CH2:28][CH3:29]. (4) Reactant: [O:1]=[C:2]1[CH:7]=[CH:6][N:5]([C:8]2[CH:13]=[CH:12][CH:11]=[C:10]([C:14]([F:17])([F:16])[F:15])[CH:9]=2)[N:4]=[C:3]1[C:18]([O:20]C)=O.O.[NH2:23][NH2:24]. Product: [O:1]=[C:2]1[CH:7]=[CH:6][N:5]([C:8]2[CH:13]=[CH:12][CH:11]=[C:10]([C:14]([F:17])([F:16])[F:15])[CH:9]=2)[N:4]=[C:3]1[C:18]([NH:23][NH2:24])=[O:20]. The catalyst class is: 8. (5) Reactant: C([O:5][C:6](=[O:34])[C:7]([CH3:33])([NH:9][C:10]([C:12]1[CH:20]=[CH:19][C:15]2[S:16][CH:17]=[CH:18][C:14]=2[C:13]=1[O:21][CH2:22][C:23]1[CH:28]=[CH:27][C:26]([C:29]([F:32])([F:31])[F:30])=[CH:25][CH:24]=1)=[O:11])[CH3:8])(C)(C)C.FC(F)(F)C(O)=O. Product: [CH3:33][C:7]([NH:9][C:10]([C:12]1[CH:20]=[CH:19][C:15]2[S:16][CH:17]=[CH:18][C:14]=2[C:13]=1[O:21][CH2:22][C:23]1[CH:24]=[CH:25][C:26]([C:29]([F:31])([F:32])[F:30])=[CH:27][CH:28]=1)=[O:11])([CH3:8])[C:6]([OH:34])=[O:5]. The catalyst class is: 4. (6) Reactant: [Br:1][C:2]1[CH:18]=[CH:17][C:5]([O:6][CH2:7][C:8]2[CH:16]=[CH:15][C:11]([C:12]([OH:14])=O)=[CH:10][CH:9]=2)=[C:4]([CH2:19][N:20]([CH2:23][CH3:24])[CH2:21][CH3:22])[CH:3]=1.C(Cl)CCl.C1C=CC2N(O)N=NC=2C=1.[CH2:39]([N:46]1[CH2:51][CH2:50][NH:49][CH2:48][CH2:47]1)[C:40]1[CH:45]=[CH:44][CH:43]=[CH:42][CH:41]=1. Product: [Br:1][C:2]1[CH:18]=[CH:17][C:5]([O:6][CH2:7][C:8]2[CH:9]=[CH:10][C:11]([C:12]([N:49]3[CH2:50][CH2:51][N:46]([CH2:39][C:40]4[CH:41]=[CH:42][CH:43]=[CH:44][CH:45]=4)[CH2:47][CH2:48]3)=[O:14])=[CH:15][CH:16]=2)=[C:4]([CH2:19][N:20]([CH2:23][CH3:24])[CH2:21][CH3:22])[CH:3]=1. The catalyst class is: 1. (7) Reactant: [Cl:1][C:2]1[C:3]2[NH:10][CH:9]=[CH:8][C:4]=2[N:5]=[CH:6][N:7]=1.C(=O)([O-])[O-].[Cs+].[Cs+].Br[CH2:18][CH:19]1[CH2:23][CH2:22][CH2:21][O:20]1. Product: [Cl:1][C:2]1[C:3]2[N:10]([CH2:18][CH:19]3[CH2:23][CH2:22][CH2:21][O:20]3)[CH:9]=[CH:8][C:4]=2[N:5]=[CH:6][N:7]=1. The catalyst class is: 35. (8) Reactant: [CH:1](=O)[C:2]([CH3:5])([CH3:4])[CH3:3].[C:7]([CH2:9][C:10]([OH:12])=[O:11])#[N:8].[OH-].[Na+].Cl. Product: [C:7]([C:9](=[CH:1][C:2]([CH3:5])([CH3:4])[CH3:3])[C:10]([OH:12])=[O:11])#[N:8]. The catalyst class is: 191. (9) The catalyst class is: 60. Product: [C:38]([NH:42][CH2:25][CH2:24][CH2:23][C:16]1[C:15]([C:31]2[S:32][CH:33]=[CH:34][CH:35]=2)=[C:12]2[C:13]3[C:8](=[CH:7][C:6]([O:36][CH3:37])=[C:5]([O:4][CH:1]([CH3:2])[CH3:3])[CH:14]=3)[CH2:9][CH2:10][N:11]2[C:17]=1[C:18]([O:20][CH2:21][CH3:22])=[O:19])([CH3:41])([CH3:40])[CH3:39]. Reactant: [CH:1]([O:4][C:5]1[CH:14]=[C:13]2[C:8]([CH2:9][CH2:10][N:11]3[C:17]([C:18]([O:20][CH2:21][CH3:22])=[O:19])=[C:16]([CH2:23][CH2:24][CH2:25]OS(C)(=O)=O)[C:15]([C:31]4[S:32][CH:33]=[CH:34][CH:35]=4)=[C:12]32)=[CH:7][C:6]=1[O:36][CH3:37])([CH3:3])[CH3:2].[C:38]([NH2:42])([CH3:41])([CH3:40])[CH3:39].O. (10) Reactant: [NH2:1][CH:2]1[CH:11]([CH2:12][C:13]2[CH:18]=[CH:17][C:16]([Cl:19])=[CH:15][CH:14]=2)[C:10]2[CH:9]=[C:8]([CH2:20][CH2:21][CH2:22][NH:23][S:24]([CH2:27][CH:28]3[CH2:30][CH2:29]3)(=[O:26])=[O:25])[CH:7]=[CH:6][C:5]=2[CH2:4][CH2:3]1.[C:31](O)(=O)[CH3:32].[CH:35](=O)[CH3:36].C(O[BH-](OC(=O)C)OC(=O)C)(=O)C.[Na+]. Product: [ClH:19].[Cl:19][C:16]1[CH:17]=[CH:18][C:13]([CH2:12][CH:11]2[C:10]3[CH:9]=[C:8]([CH2:20][CH2:21][CH2:22][NH:23][S:24]([CH2:27][CH:28]4[CH2:29][CH2:30]4)(=[O:26])=[O:25])[CH:7]=[CH:6][C:5]=3[CH2:4][CH2:3][CH:2]2[N:1]([CH2:31][CH3:32])[CH2:35][CH3:36])=[CH:14][CH:15]=1. The catalyst class is: 4.